From a dataset of Full USPTO retrosynthesis dataset with 1.9M reactions from patents (1976-2016). Predict the reactants needed to synthesize the given product. (1) Given the product [NH2:9][C:7]1[CH:6]=[C:5]([O:10][CH3:11])[C:4]([C:12]2[CH:17]=[CH:16][CH:15]=[CH:14][CH:13]=2)=[C:3]([O:2][CH3:1])[C:8]=1[C:21]([C:23]1[CH:34]=[CH:35][CH:28]=[CH:29][CH:30]=1)=[O:22], predict the reactants needed to synthesize it. The reactants are: [CH3:1][O:2][C:3]1[CH:8]=[C:7]([NH2:9])[CH:6]=[C:5]([O:10][CH3:11])[C:4]=1[C:12]1[CH:17]=[CH:16][CH:15]=[CH:14][CH:13]=1.CCO[C:21]([CH3:23])=[O:22].C(Cl)Cl.C(#N)[C:28]1[CH:35]=[CH:34]C=[C:30](C#N)[CH:29]=1. (2) Given the product [CH2:2]([O:3][C:4](=[O:5])[C:6]([N:11]([CH:9]=[O:10])[NH2:12])=[NH:8])[CH3:1], predict the reactants needed to synthesize it. The reactants are: [CH3:1][CH2:2][O:3][C:4]([C:6]([NH2:8])=S)=[O:5].[CH:9]([NH:11][NH2:12])=[O:10]. (3) Given the product [CH3:11][O:12][C:13](=[O:14])[C:9]([OH:10])=[CH:8][C:7](=[O:17])[N:6]([CH2:5][C:4]1[CH:20]=[CH:21][C:22]([F:23])=[C:2]([Cl:1])[CH:3]=1)[O:18][CH3:19], predict the reactants needed to synthesize it. The reactants are: [Cl:1][C:2]1[CH:3]=[C:4]([CH:20]=[CH:21][C:22]=1[F:23])[CH2:5][N:6]([O:18][CH3:19])[C:7](=[O:17])[CH:8]=[C:9]1[C:13](=[O:14])[O:12][C:11](C)(C)[O:10]1. (4) Given the product [C:6]([N:10]1[C:11]2[C:12](=[CH:13][CH:14]=[CH:15][C:16]=2[Cl:17])[NH:18][C:3](=[O:4])[CH2:2]1)([CH3:9])([CH3:7])[CH3:8], predict the reactants needed to synthesize it. The reactants are: Br[CH2:2][C:3](Br)=[O:4].[C:6]([NH:10][C:11]1[C:12]([NH2:18])=[CH:13][CH:14]=[CH:15][C:16]=1[Cl:17])([CH3:9])([CH3:8])[CH3:7].C(N(C(C)C)CC)(C)C.[I-].[Na+]. (5) Given the product [Cl:41][C:30]1[CH:31]=[N:32][C:33]2[C:38]([C:29]=1[CH2:28][CH2:27][C@@H:9]1[N:8]([C:6](=[O:7])[CH2:5][OH:4])[CH2:13][C@@H:12]([NH:14][CH2:15][C:16]3[CH:17]=[CH:18][C:19]4[O:20][CH2:21][C:22](=[O:26])[NH:23][C:24]=4[N:25]=3)[CH2:11][CH2:10]1)=[N:37][C:36]([O:39][CH3:40])=[CH:35][CH:34]=2, predict the reactants needed to synthesize it. The reactants are: C([O:4][CH2:5][C:6]([N:8]1[CH2:13][C@@H:12]([NH:14][CH2:15][C:16]2[CH:17]=[CH:18][C:19]3[O:20][CH2:21][C:22](=[O:26])[NH:23][C:24]=3[N:25]=2)[CH2:11][CH2:10][C@@H:9]1[CH2:27][CH2:28][C:29]1[C:38]2[C:33](=[CH:34][CH:35]=[C:36]([O:39][CH3:40])[N:37]=2)[N:32]=[CH:31][C:30]=1[Cl:41])=[O:7])(=O)C. (6) Given the product [Br:1][C:2]1[CH:3]=[CH:4][C:5]([CH3:12])=[C:6]([S:8]([NH2:13])(=[O:10])=[O:9])[CH:7]=1, predict the reactants needed to synthesize it. The reactants are: [Br:1][C:2]1[CH:3]=[CH:4][C:5]([CH3:12])=[C:6]([S:8](Cl)(=[O:10])=[O:9])[CH:7]=1.[NH4+:13].[OH-]. (7) Given the product [CH3:26][C:24]1[CH:25]=[C:21]([NH:20][C:12]2[C:13]3[CH:19]=[CH:18][CH:17]=[N:16][C:14]=3[N:15]=[C:10]([N:2]3[CH2:1][C:4]4([CH2:9][CH2:8][N:7]([C:27](=[O:28])[CH3:29])[CH2:6][CH2:5]4)[CH2:3]3)[N:11]=2)[NH:22][N:23]=1, predict the reactants needed to synthesize it. The reactants are: [CH2:1]1[C:4]2([CH2:9][CH2:8][NH:7][CH2:6][CH2:5]2)[CH2:3][N:2]1[C:10]1[N:11]=[C:12]([NH:20][C:21]2[NH:22][N:23]=[C:24]([CH3:26])[CH:25]=2)[C:13]2[CH:19]=[CH:18][CH:17]=[N:16][C:14]=2[N:15]=1.[C:27](Cl)([CH3:29])=[O:28]. (8) Given the product [CH3:26][C:4]1[N:3]=[C:2]([C:27]2[CH:32]=[CH:31][CH:30]=[CH:29][CH:28]=2)[C:11]2[CH2:10][CH2:9][C@H:8]3[C@H:12]([CH3:19])[C:13](=[O:18])[C:14]([C:16]#[N:17])=[CH:15][C@:7]3([C:20]3[CH:25]=[CH:24][CH:23]=[CH:22][CH:21]=3)[C:6]=2[N:5]=1, predict the reactants needed to synthesize it. The reactants are: Cl[C:2]1[C:11]2[CH2:10][CH2:9][C@H:8]3[C@H:12]([CH3:19])[C:13](=[O:18])[C:14]([C:16]#[N:17])=[CH:15][C@:7]3([C:20]3[CH:25]=[CH:24][CH:23]=[CH:22][CH:21]=3)[C:6]=2[N:5]=[C:4]([CH3:26])[N:3]=1.[C:27]1(B(O)O)[CH:32]=[CH:31][CH:30]=[CH:29][CH:28]=1.C(=O)([O-])[O-].[Na+].[Na+]. (9) Given the product [F:1][C:2]1[CH:3]=[C:4]2[C:8](=[CH:9][CH:10]=1)[CH2:7][C:6]([CH3:11])=[C:5]2[CH2:12][CH2:13][OH:14], predict the reactants needed to synthesize it. The reactants are: [F:1][C:2]1[CH:3]=[C:4]2[C:8](=[CH:9][CH:10]=1)[CH2:7][C:6]([CH3:11])=[C:5]2[CH2:12][C:13](OC)=[O:14]. (10) Given the product [ClH:47].[ClH:47].[CH:29]1([C@H:14]([NH:13][C:11](=[O:12])[C@H:9]([CH3:10])[NH:8][CH3:6])[C:15]([N:17]2[C@H:22]([C:23]([NH:46][C@H:36]3[C:45]4[C:40](=[CH:41][CH:42]=[CH:43][CH:44]=4)[CH2:39][CH2:38][CH2:37]3)=[O:25])[CH2:21][N:20]3[CH2:26][CH2:27][CH2:28][C@@H:19]3[CH2:18]2)=[O:16])[CH2:34][CH2:33][CH2:32][CH2:31][CH2:30]1, predict the reactants needed to synthesize it. The reactants are: C(O[C:6]([N:8](C)[C@H:9]([C:11]([NH:13][C@@H:14]([CH:29]1[CH2:34][CH2:33][CH2:32][CH2:31][CH2:30]1)[C:15]([N:17]1[C@H:22]([C:23]([OH:25])=O)[CH2:21][N:20]2[CH2:26][CH2:27][CH2:28][C@@H:19]2[CH2:18]1)=[O:16])=[O:12])[CH3:10])=O)(C)(C)C.[C@H:36]1([NH2:46])[C:45]2[C:40](=[CH:41][CH:42]=[CH:43][CH:44]=2)[CH2:39][CH2:38][CH2:37]1.[Cl-:47].COC1N=C(OC)N=C([N+]2(C)CCOCC2)N=1.CN1CCOCC1.C(OCC)(=O)C.Cl.